From a dataset of Forward reaction prediction with 1.9M reactions from USPTO patents (1976-2016). Predict the product of the given reaction. (1) Given the reactants C([O:8][C:9](=[O:21])[CH2:10][N:11]1[C:19]2[CH2:18][CH2:17][N:16]([CH3:20])[CH2:15][C:14]=2[CH:13]=[N:12]1)C1C=CC=CC=1, predict the reaction product. The product is: [CH3:20][N:16]1[CH2:17][CH2:18][C:19]2[N:11]([CH2:10][C:9]([OH:21])=[O:8])[N:12]=[CH:13][C:14]=2[CH2:15]1. (2) Given the reactants [F:1][C:2]1[CH:10]=[CH:9][C:5]([C:6]([NH2:8])=[NH:7])=[CH:4][C:3]=1[O:11][CH3:12].Br[CH2:14][C:15]([C:17]1[CH:22]=[CH:21][C:20]([Br:23])=[CH:19][CH:18]=1)=O, predict the reaction product. The product is: [Br:23][C:20]1[CH:21]=[CH:22][C:17]([C:15]2[N:7]=[C:6]([C:5]3[CH:9]=[CH:10][C:2]([F:1])=[C:3]([O:11][CH3:12])[CH:4]=3)[NH:8][CH:14]=2)=[CH:18][CH:19]=1. (3) Given the reactants [Cl-].[CH2:2]([N+]1C=CC=CC=1)[CH2:3][CH2:4][CH2:5][CH2:6][CH2:7][CH2:8][CH2:9][CH2:10][CH2:11]CC.[Br-:20].[CH2:21]([NH+:33]([CH3:35])[CH3:34])[CH2:22][CH2:23][CH2:24][CH2:25][CH2:26][CH2:27][CH2:28][CH2:29][CH2:30]CC, predict the reaction product. The product is: [CH3:2][CH2:3][CH2:4][CH2:5][CH2:6][CH2:7][CH2:8][CH2:9][CH2:10][CH2:11][N+:33]([CH2:21][CH2:22][CH2:23][CH2:24][CH2:25][CH2:26][CH2:27][CH2:28][CH2:29][CH3:30])([CH3:34])[CH3:35].[Br-:20]. (4) Given the reactants [CH3:1][C:2]1[C:3]2[C:8]([N:9]=[C:10]3[C:15]=1[CH:14]=[C:13]([CH2:16][CH2:17][C:18]([OH:20])=[O:19])[CH:12]=[CH:11]3)=[CH:7][CH:6]=[CH:5][CH:4]=2.OS(O)(=O)=O.O.[CH3:27]O, predict the reaction product. The product is: [CH3:27][O:19][C:18](=[O:20])[CH2:17][CH2:16][C:13]1[CH:12]=[CH:11][C:10]2[C:15](=[C:2]([CH3:1])[C:3]3[C:8]([N:9]=2)=[CH:7][CH:6]=[CH:5][CH:4]=3)[CH:14]=1. (5) Given the reactants [CH3:1][N:2](C(ON1N=NC2C=CC=NC1=2)=[N+](C)C)C.F[P-](F)(F)(F)(F)F.[CH3:25][O:26][C:27]1[CH:28]=[C:29]([CH:33]=[CH:34][C:35]=1[N+:36]([O-:38])=[O:37])[C:30](O)=[O:31].CCN(C(C)C)C(C)C.CN, predict the reaction product. The product is: [CH3:25][O:26][C:27]1[CH:28]=[C:29]([CH:33]=[CH:34][C:35]=1[N+:36]([O-:38])=[O:37])[C:30]([NH:2][CH3:1])=[O:31]. (6) Given the reactants [F:1][C:2]1[CH:7]=[C:6]([O:8][C:9]2[CH:14]=[CH:13][CH:12]=[CH:11][CH:10]=2)[CH:5]=[CH:4][C:3]=1[C:15]1[C:23]2[C:18](=[N:19][CH:20]=[N:21][C:22]=2[NH2:24])[N:17]([C@@H:25]2[CH2:30][CH2:29][CH2:28][NH:27][CH2:26]2)[N:16]=1.[C:31]([CH2:33][C:34](O)=[O:35])#[N:32].N1(C(N2C=CN=C2)=O)C=CN=C1, predict the reaction product. The product is: [NH2:24][C:22]1[N:21]=[CH:20][N:19]=[C:18]2[N:17]([C@@H:25]3[CH2:30][CH2:29][CH2:28][N:27]([C:34](=[O:35])[CH2:33][C:31]#[N:32])[CH2:26]3)[N:16]=[C:15]([C:3]3[CH:4]=[CH:5][C:6]([O:8][C:9]4[CH:14]=[CH:13][CH:12]=[CH:11][CH:10]=4)=[CH:7][C:2]=3[F:1])[C:23]=12.